From a dataset of Forward reaction prediction with 1.9M reactions from USPTO patents (1976-2016). Predict the product of the given reaction. Given the reactants O[C:2]1[C:11]2[C:6](=[CH:7][CH:8]=[C:9](OC)[CH:10]=2)[N:5]=[CH:4][CH:3]=1.P(Cl)(Cl)([Cl:16])=O, predict the reaction product. The product is: [Cl:16][C:2]1[C:11]2[C:6](=[CH:7][CH:8]=[CH:9][CH:10]=2)[N:5]=[CH:4][CH:3]=1.